Dataset: Reaction yield outcomes from USPTO patents with 853,638 reactions. Task: Predict the reaction yield, written as a fraction of the theoretical maximum amount of product (1.0 means a 100% yield; for example, 0.34 means a 34% yield). (1) The catalyst is [OH-].[K+]. The yield is 0.800. The reactants are [OH:1][C:2]1[CH:10]=[CH:9][C:5]([C:6]([OH:8])=[O:7])=[CH:4][CH:3]=1.Cl[CH2:12][CH2:13][CH2:14][CH2:15][CH2:16][CH2:17][OH:18]. The product is [OH:18][CH2:17][CH2:16][CH2:15][CH2:14][CH2:13][CH2:12][O:1][C:2]1[CH:10]=[CH:9][C:5]([C:6]([OH:8])=[O:7])=[CH:4][CH:3]=1. (2) The reactants are [NH:1]1[C:5]2[CH2:6][CH2:7][CH2:8][C:4]=2[C:3](C(O)=O)=[N:2]1.C(=O)(O)[O-].[Na+].[I-:17].[Na+].II. The catalyst is ClC(Cl)C.O.ClCCl. The product is [I:17][C:3]1[C:4]2[CH2:8][CH2:7][CH2:6][C:5]=2[NH:1][N:2]=1. The yield is 0.750. (3) The reactants are B(Br)(Br)Br.[Cl:5][C:6]1[CH:11]=[CH:10][C:9]([CH2:12][C:13]#[N:14])=[CH:8][C:7]=1[O:15]C.O. The catalyst is C(Cl)Cl. The product is [Cl:5][C:6]1[CH:11]=[CH:10][C:9]([CH2:12][C:13]#[N:14])=[CH:8][C:7]=1[OH:15]. The yield is 0.850. (4) The reactants are [F:1][C:2]1[CH:7]=[CH:6][CH:5]=[C:4]([F:8])[C:3]=1[N:9]1[C:14]2[N:15]=[C:16]([NH:30][CH2:31][CH2:32][N:33]([CH3:35])[CH3:34])[N:17]=[C:18]([C:19]3[CH:20]=[C:21]([CH:25]=[C:26]([F:29])[C:27]=3[CH3:28])[C:22]([OH:24])=O)[C:13]=2[CH2:12][NH:11][C:10]1=[O:36].[F:37][C:38]1[CH:44]=[CH:43][C:41]([NH2:42])=[CH:40][CH:39]=1.C(N(CC)CC)C.CN(C(ON1N=NC2C=CC=CC1=2)=[N+](C)C)C.F[P-](F)(F)(F)(F)F. The catalyst is C(Cl)Cl. The product is [F:1][C:2]1[CH:7]=[CH:6][CH:5]=[C:4]([F:8])[C:3]=1[N:9]1[C:14]2[N:15]=[C:16]([NH:30][CH2:31][CH2:32][N:33]([CH3:35])[CH3:34])[N:17]=[C:18]([C:19]3[CH:20]=[C:21]([CH:25]=[C:26]([F:29])[C:27]=3[CH3:28])[C:22]([NH:42][C:41]3[CH:43]=[CH:44][C:38]([F:37])=[CH:39][CH:40]=3)=[O:24])[C:13]=2[CH2:12][NH:11][C:10]1=[O:36]. The yield is 0.880. (5) The reactants are I[C:2]1[C:10]2[S:9][C:8]([NH:11][C:12]([C:14]3[S:15][C:16]([CH3:19])=[CH:17][CH:18]=3)=[O:13])=[N:7][C:6]=2[C:5]([O:20][CH3:21])=[CH:4][CH:3]=1.[Cl:22][C:23]1[CH:28]=[CH:27][CH:26]=[CH:25][C:24]=1B(O)O. The yield is 0.800. The product is [Cl:22][C:23]1[CH:28]=[CH:27][CH:26]=[CH:25][C:24]=1[C:2]1[C:10]2[S:9][C:8]([NH:11][C:12]([C:14]3[S:15][C:16]([CH3:19])=[CH:17][CH:18]=3)=[O:13])=[N:7][C:6]=2[C:5]([O:20][CH3:21])=[CH:4][CH:3]=1. No catalyst specified. (6) The reactants are [OH:1][C:2]1[CH:11]=[C:10]([OH:12])[C:9]([CH:13]([CH3:15])[CH3:14])=[CH:8][C:3]=1[C:4]([O:6][CH3:7])=[O:5].C(=O)([O-])[O-].[K+].[K+].[CH2:22](Br)[CH:23]=[CH2:24]. The catalyst is C(#N)C. The product is [CH2:24]([O:12][C:10]1[C:9]([CH:13]([CH3:15])[CH3:14])=[CH:8][C:3]([C:4]([O:6][CH3:7])=[O:5])=[C:2]([OH:1])[CH:11]=1)[CH:23]=[CH2:22]. The yield is 0.600.